From a dataset of NCI-60 drug combinations with 297,098 pairs across 59 cell lines. Regression. Given two drug SMILES strings and cell line genomic features, predict the synergy score measuring deviation from expected non-interaction effect. (1) Drug 1: CCC1(CC2CC(C3=C(CCN(C2)C1)C4=CC=CC=C4N3)(C5=C(C=C6C(=C5)C78CCN9C7C(C=CC9)(C(C(C8N6C=O)(C(=O)OC)O)OC(=O)C)CC)OC)C(=O)OC)O.OS(=O)(=O)O. Drug 2: C(CC(=O)O)C(=O)CN.Cl. Cell line: KM12. Synergy scores: CSS=12.4, Synergy_ZIP=0.788, Synergy_Bliss=1.09, Synergy_Loewe=2.64, Synergy_HSA=0.305. (2) Drug 1: CCCS(=O)(=O)NC1=C(C(=C(C=C1)F)C(=O)C2=CNC3=C2C=C(C=N3)C4=CC=C(C=C4)Cl)F. Drug 2: C1CN(P(=O)(OC1)NCCCl)CCCl. Cell line: HOP-62. Synergy scores: CSS=-1.11, Synergy_ZIP=-0.234, Synergy_Bliss=-4.24, Synergy_Loewe=-6.44, Synergy_HSA=-5.88. (3) Drug 1: C1=CC(=CC=C1CCCC(=O)O)N(CCCl)CCCl. Drug 2: CN1C2=C(C=C(C=C2)N(CCCl)CCCl)N=C1CCCC(=O)O.Cl. Cell line: SK-MEL-28. Synergy scores: CSS=8.95, Synergy_ZIP=-4.68, Synergy_Bliss=-1.20, Synergy_Loewe=-7.78, Synergy_HSA=-2.37. (4) Drug 1: CN(CC1=CN=C2C(=N1)C(=NC(=N2)N)N)C3=CC=C(C=C3)C(=O)NC(CCC(=O)O)C(=O)O. Drug 2: C1C(C(OC1N2C=NC3=C(N=C(N=C32)Cl)N)CO)O. Cell line: UACC-257. Synergy scores: CSS=12.1, Synergy_ZIP=-9.26, Synergy_Bliss=-10.3, Synergy_Loewe=-18.0, Synergy_HSA=-10.3.